This data is from Catalyst prediction with 721,799 reactions and 888 catalyst types from USPTO. The task is: Predict which catalyst facilitates the given reaction. Reactant: [Br:1][C:2]1[CH:3]=[C:4]([NH2:10])[C:5]([NH2:9])=[C:6]([NH2:8])[CH:7]=1.[CH:11](O)=O.O.N. Product: [Br:1][C:2]1[CH:7]=[C:6]([NH2:8])[C:5]2[N:9]=[CH:11][NH:10][C:4]=2[CH:3]=1. The catalyst class is: 33.